This data is from NCI-60 drug combinations with 297,098 pairs across 59 cell lines. The task is: Regression. Given two drug SMILES strings and cell line genomic features, predict the synergy score measuring deviation from expected non-interaction effect. (1) Drug 1: CN1C(=O)N2C=NC(=C2N=N1)C(=O)N. Drug 2: C1=NC2=C(N=C(N=C2N1C3C(C(C(O3)CO)O)F)Cl)N. Cell line: IGROV1. Synergy scores: CSS=-2.92, Synergy_ZIP=-0.686, Synergy_Bliss=-5.12, Synergy_Loewe=-5.81, Synergy_HSA=-6.05. (2) Cell line: MDA-MB-435. Drug 1: C1CN(CCN1C(=O)CCBr)C(=O)CCBr. Synergy scores: CSS=-1.74, Synergy_ZIP=-0.0636, Synergy_Bliss=0.148, Synergy_Loewe=-2.18, Synergy_HSA=-2.04. Drug 2: C1=NNC2=C1C(=O)NC=N2.